Dataset: Forward reaction prediction with 1.9M reactions from USPTO patents (1976-2016). Task: Predict the product of the given reaction. The product is: [F:37][CH:9]([F:8])[CH2:10][NH:11][C:12]1[N:13]=[C:14]2[CH2:36][CH2:35][N:34]([C:2](=[O:1])[CH:4]([F:7])[F:5])[CH2:33][C:15]2=[N:16][C:17]=1[N:18]1[CH2:19][CH2:20][CH:21]([O:24][C:25]2[CH:30]=[CH:29][C:28]([F:31])=[CH:27][C:26]=2[F:32])[CH2:22][CH2:23]1.[C:2]([OH:3])([C:4]([F:7])([F:6])[F:5])=[O:1]. Given the reactants [OH:1][C:2]([C:4]([F:7])([F:6])[F:5])=[O:3].[F:8][CH:9]([F:37])[CH2:10][NH:11][C:12]1[N:13]=[C:14]2[CH2:36][CH2:35][NH:34][CH2:33][C:15]2=[N:16][C:17]=1[N:18]1[CH2:23][CH2:22][CH:21]([O:24][C:25]2[CH:30]=[CH:29][C:28]([F:31])=[CH:27][C:26]=2[F:32])[CH2:20][CH2:19]1.CCN(C(C)C)C(C)C.FC(F)C(OC(=O)C(F)F)=O, predict the reaction product.